This data is from Catalyst prediction with 721,799 reactions and 888 catalyst types from USPTO. The task is: Predict which catalyst facilitates the given reaction. (1) Reactant: Br[C:2]1[C:3]([O:8][C@H:9]2[CH2:13][N:12]([C:14]([O:16][C:17]([CH3:20])([CH3:19])[CH3:18])=[O:15])[C@H:11]([C:21]([O:23][CH3:24])=[O:22])[CH2:10]2)=[N:4][CH:5]=[CH:6][CH:7]=1.[CH:25]([B-](F)(F)F)=[CH2:26].[K+]. Product: [CH:25]([C:2]1[C:3]([O:8][C@H:9]2[CH2:13][N:12]([C:14]([O:16][C:17]([CH3:20])([CH3:19])[CH3:18])=[O:15])[C@H:11]([C:21]([O:23][CH3:24])=[O:22])[CH2:10]2)=[N:4][CH:5]=[CH:6][CH:7]=1)=[CH2:26]. The catalyst class is: 14. (2) Reactant: [CH2:1]([N:8]1[CH:12]=[CH:11][N:10]=[C:9]1[CH:13]1[C:22](=O)[C:21]2[C:20]([C:24]([O:26]C)=O)=[CH:19][CH:18]=[CH:17][C:16]=2[NH:15][CH:14]1[C:28]1[CH:33]=[CH:32][CH:31]=[CH:30][CH:29]=1)[C:2]1[CH:7]=[CH:6][CH:5]=[CH:4][CH:3]=1.O.[NH2:35][NH2:36]. Product: [CH2:1]([N:8]1[CH:12]=[CH:11][N:10]=[C:9]1[CH:13]1[C:22]2=[N:35][NH:36][C:24](=[O:26])[C:20]3[CH:19]=[CH:18][CH:17]=[C:16]([C:21]=32)[NH:15][CH:14]1[C:28]1[CH:29]=[CH:30][CH:31]=[CH:32][CH:33]=1)[C:2]1[CH:3]=[CH:4][CH:5]=[CH:6][CH:7]=1. The catalyst class is: 5. (3) Reactant: [F:1][C:2]1[CH:3]=[C:4]([C@@:8]23[O:35][CH2:34][O:33][C@@H:9]2[CH2:10][N:11]([C:14]([C:16]2[CH:21]=[CH:20][C:19]([O:22][CH2:23][CH:24]4[CH:29]5[CH:25]4[CH2:26][CH:27]([OH:30])[CH2:28]5)=[C:18]([O:31][CH3:32])[N:17]=2)=[O:15])[CH2:12][CH2:13]3)[CH:5]=[CH:6][CH:7]=1.CC(OI1(OC(C)=O)(OC(C)=O)OC(=O)C2C=CC=CC1=2)=O. Product: [F:1][C:2]1[CH:3]=[C:4]([C@@:8]23[O:35][CH2:34][O:33][C@@H:9]2[CH2:10][N:11]([C:14]([C:16]2[N:17]=[C:18]([O:31][CH3:32])[C:19]([O:22][CH2:23][CH:24]4[CH:29]5[CH:25]4[CH2:26][C:27](=[O:30])[CH2:28]5)=[CH:20][CH:21]=2)=[O:15])[CH2:12][CH2:13]3)[CH:5]=[CH:6][CH:7]=1. The catalyst class is: 4. (4) The catalyst class is: 21. Product: [Br:1][C:2]1[CH:10]=[CH:9][CH:8]=[C:7]2[C:3]=1[CH:4]=[CH:5][N:6]2[S:13]([C:16]1[CH:22]=[CH:21][C:19]([CH3:20])=[CH:18][CH:17]=1)(=[O:15])=[O:14]. Reactant: [Br:1][C:2]1[CH:10]=[CH:9][CH:8]=[C:7]2[C:3]=1[CH:4]=[CH:5][NH:6]2.[OH-].[K+].[S:13](Cl)([C:16]1[CH:22]=[CH:21][C:19]([CH3:20])=[CH:18][CH:17]=1)(=[O:15])=[O:14]. (5) Product: [CH2:6]1[N:5]([C:9]([C:11]2[CH:15]=[C:14]([CH:16]3[CH2:17][CH2:18][N:19]([C:23](=[O:25])[CH3:24])[CH2:20][CH2:21]3)[S:13][CH:12]=2)=[O:10])[CH2:4][CH2:3][N:29]2[CH2:27][CH2:22][CH2:2][CH2:8][CH:7]12. The catalyst class is: 2. Reactant: C[C:2]1([CH3:22])[CH2:8][CH2:7][CH2:6][N:5]([C:9]([C:11]2[CH:15]=[C:14]([CH:16]3[CH2:21][CH2:20][NH:19][CH2:18][CH2:17]3)[S:13][CH:12]=2)=[O:10])[CH2:4][CH2:3]1.[C:23](Cl)(=[O:25])[CH3:24].[CH2:27]([N:29](CC)CC)C. (6) Reactant: [C:1]([C:4]1[CH:5]=[CH:6][C:7]([C:22]2[CH:27]=[CH:26][CH:25]=[C:24]([NH:28][C:29](=[O:37])[C:30]3[CH:35]=[CH:34][C:33]([F:36])=[CH:32][CH:31]=3)[C:23]=2[CH3:38])=[C:8]2[C:16]=1[NH:15][C:14]1[CH:13]=[C:12]([C:17]([O:19]CC)=[O:18])[CH:11]=[CH:10][C:9]2=1)(=[O:3])[NH2:2].[OH-].[Na+].Cl. Product: [C:1]([C:4]1[CH:5]=[CH:6][C:7]([C:22]2[CH:27]=[CH:26][CH:25]=[C:24]([NH:28][C:29](=[O:37])[C:30]3[CH:31]=[CH:32][C:33]([F:36])=[CH:34][CH:35]=3)[C:23]=2[CH3:38])=[C:8]2[C:16]=1[NH:15][C:14]1[CH:13]=[C:12]([C:17]([OH:19])=[O:18])[CH:11]=[CH:10][C:9]2=1)(=[O:3])[NH2:2]. The catalyst class is: 8. (7) Reactant: C(N(C(C)C)CC)(C)C.[Cl:10][C:11]1[CH:12]=[C:13]([C:18]([C@H:20]2[CH2:22][C@@H:21]2[C:23]([OH:25])=O)=[O:19])[CH:14]=[CH:15][C:16]=1[Cl:17].[NH2:26][CH2:27][CH2:28][CH2:29][CH2:30][C@@H:31]([NH:36][C:37]([O:39][C:40]([CH3:43])([CH3:42])[CH3:41])=[O:38])[C:32]([O:34][CH3:35])=[O:33].CN(C(ON1N=NC2C=CC=NC1=2)=[N+](C)C)C.F[P-](F)(F)(F)(F)F. Product: [C:40]([O:39][C:37]([NH:36][C@@H:31]([CH2:30][CH2:29][CH2:28][CH2:27][NH:26][C:23]([C@H:21]1[CH2:22][C@@H:20]1[C:18]([C:13]1[CH:14]=[CH:15][C:16]([Cl:17])=[C:11]([Cl:10])[CH:12]=1)=[O:19])=[O:25])[C:32]([O:34][CH3:35])=[O:33])=[O:38])([CH3:43])([CH3:42])[CH3:41]. The catalyst class is: 3. (8) Reactant: [N+:1]([C:4]1[CH:5]=[C:6]([CH:19]=[CH:20][CH:21]=1)[C:7]([C:9]1[CH:10]=[C:11]2[C:15](=[CH:16][CH:17]=1)[NH:14][C:13](=[O:18])[CH2:12]2)=[O:8])([O-])=O.O=NC1C=CC=CC=1.CO.C(Cl)(Cl)Cl. Product: [NH2:1][C:4]1[CH:5]=[C:6]([CH:19]=[CH:20][CH:21]=1)[C:7]([C:9]1[CH:10]=[C:11]2[C:15](=[CH:16][CH:17]=1)[NH:14][C:13](=[O:18])[CH2:12]2)=[O:8]. The catalyst class is: 19.